This data is from Full USPTO retrosynthesis dataset with 1.9M reactions from patents (1976-2016). The task is: Predict the reactants needed to synthesize the given product. (1) Given the product [C:2](=[O:3])([O:4][C:5]1[CH:6]=[CH:7][C:8]([N+:11]([O-:13])=[O:12])=[CH:9][CH:10]=1)[O:23][CH2:22][C:20]1[O:19][N:18]=[C:17]([C:14](=[O:16])[NH2:15])[CH:21]=1, predict the reactants needed to synthesize it. The reactants are: Cl[C:2]([O:4][C:5]1[CH:10]=[CH:9][C:8]([N+:11]([O-:13])=[O:12])=[CH:7][CH:6]=1)=[O:3].[C:14]([C:17]1[CH:21]=[C:20]([CH2:22][OH:23])[O:19][N:18]=1)(=[O:16])[NH2:15].N1C=CC=CC=1. (2) Given the product [N+:11]([C:14]1[CH:19]=[CH:18][C:17]([O:10][CH2:9][CH2:8][CH2:7][N:1]2[CH2:6][CH2:5][CH2:4][CH2:3][CH2:2]2)=[CH:16][CH:15]=1)([O-:13])=[O:12], predict the reactants needed to synthesize it. The reactants are: [N:1]1([CH2:7][CH2:8][CH2:9][OH:10])[CH2:6][CH2:5][CH2:4][CH2:3][CH2:2]1.[N+:11]([C:14]1[CH:19]=[CH:18][C:17](O)=[CH:16][CH:15]=1)([O-:13])=[O:12].C1(P(C2C=CC=CC=2)C2C=CC=CC=2)C=CC=CC=1.N(C(OC(C)C)=O)=NC(OC(C)C)=O. (3) Given the product [CH3:22][C@H:18]([O:17][C:15]1[CH:16]=[C:2]([O:1][C:24]2[N:25]=[CH:26][C:27]([C:30]([OH:32])=[O:31])=[N:28][CH:29]=2)[CH:3]=[C:4]([C:5]([NH:7][C:8]2[CH:12]=[CH:11][N:10]([CH3:13])[N:9]=2)=[O:6])[CH:14]=1)[CH2:19][O:20][CH3:21], predict the reactants needed to synthesize it. The reactants are: [OH:1][C:2]1[CH:3]=[C:4]([CH:14]=[C:15]([O:17][C@@H:18]([CH3:22])[CH2:19][O:20][CH3:21])[CH:16]=1)[C:5]([NH:7][C:8]1[CH:12]=[CH:11][N:10]([CH3:13])[N:9]=1)=[O:6].Cl[C:24]1[N:25]=[CH:26][C:27]([C:30]([O:32]C)=[O:31])=[N:28][CH:29]=1.C(=O)([O-])[O-].[K+].[K+].O.[OH-].[Li+]. (4) The reactants are: C([O:3][C:4]([C:6]1[NH:7][C:8]([CH:12]=[O:13])=[C:9]([CH3:11])[CH:10]=1)=[O:5])C.[OH-].[K+]. Given the product [CH:12]([C:8]1[NH:7][C:6]([C:4]([OH:5])=[O:3])=[CH:10][C:9]=1[CH3:11])=[O:13], predict the reactants needed to synthesize it. (5) Given the product [CH3:1][C:2]1[CH:3]=[C:4]2[C:9](=[C:10]([CH2:12][C:13]([F:14])([F:15])[F:16])[CH:11]=1)[O:8][CH:7]([C:25]([F:28])([F:26])[F:27])[C:6]([C:29]([O:31][CH2:32][CH3:33])=[O:30])=[CH:5]2, predict the reactants needed to synthesize it. The reactants are: [CH3:1][C:2]1[CH:3]=[C:4]2[C:9](=[C:10]([CH:12](OC(N3C=CN=C3)=S)[C:13]([F:16])([F:15])[F:14])[CH:11]=1)[O:8][CH:7]([C:25]([F:28])([F:27])[F:26])[C:6]([C:29]([O:31][CH2:32][CH3:33])=[O:30])=[CH:5]2.[SiH](CC)(CC)CC.C(OOC(=O)C1C=CC=CC=1)(=O)C1C=CC=CC=1. (6) Given the product [CH3:19][N:15]1[CH2:16][CH2:17][CH2:18][CH:13]([CH2:12][O:10][C:7]2[CH:8]=[CH:9][C:4]([NH2:1])=[CH:5][CH:6]=2)[CH2:14]1, predict the reactants needed to synthesize it. The reactants are: [N+:1]([C:4]1[CH:9]=[CH:8][C:7]([OH:10])=[CH:6][CH:5]=1)([O-])=O.Cl[CH2:12][CH:13]1[CH2:18][CH2:17][CH2:16][N:15]([CH3:19])[CH2:14]1. (7) The reactants are: [OH:1][C:2]1[CH:9]=[CH:8][CH:7]=[CH:6][C:3]=1[CH:4]=O.[CH3:10][C:11]([CH3:13])=[O:12].[OH-:14].[Na+].Cl. Given the product [OH:1][C:2]1[CH:9]=[CH:8][CH:7]=[CH:6][C:3]=1[CH:4]=[CH:9][C:8](=[O:14])[CH:7]=[CH:6][C:10]1[CH:4]=[CH:3][CH:2]=[CH:13][C:11]=1[OH:12], predict the reactants needed to synthesize it.